From a dataset of Full USPTO retrosynthesis dataset with 1.9M reactions from patents (1976-2016). Predict the reactants needed to synthesize the given product. Given the product [CH2:1]([N:8]([C@H:18]1[CH2:22][O:21][C@@H:20]2[C@@H:23]([CH:26]=[O:39])[CH2:24][O:25][C@H:19]12)[C:9]([NH:11][CH:12]1[CH2:17][CH2:16][CH2:15][CH2:14][CH2:13]1)=[O:10])[C:2]1[CH:7]=[CH:6][CH:5]=[CH:4][CH:3]=1, predict the reactants needed to synthesize it. The reactants are: [CH2:1]([N:8]([C@H:18]1[CH2:22][O:21][C@@H:20]2[C@@H:23]([C:26]#N)[CH2:24][O:25][C@H:19]12)[C:9]([NH:11][CH:12]1[CH2:17][CH2:16][CH2:15][CH2:14][CH2:13]1)=[O:10])[C:2]1[CH:7]=[CH:6][CH:5]=[CH:4][CH:3]=1.[H-].C([Al+]CC(C)C)C(C)C.C[OH:39].